Task: Regression. Given a peptide amino acid sequence and an MHC pseudo amino acid sequence, predict their binding affinity value. This is MHC class I binding data.. Dataset: Peptide-MHC class I binding affinity with 185,985 pairs from IEDB/IMGT (1) The peptide sequence is FVFNGTSWFI. The MHC is HLA-A02:06 with pseudo-sequence HLA-A02:06. The binding affinity (normalized) is 1.00. (2) The peptide sequence is KLQDLTLRC. The MHC is HLA-B27:03 with pseudo-sequence HLA-B27:03. The binding affinity (normalized) is 0.0847. (3) The peptide sequence is WASIVPHTW. The MHC is HLA-B57:01 with pseudo-sequence HLA-B57:01. The binding affinity (normalized) is 0.790. (4) The peptide sequence is INFQFNNV. The MHC is H-2-Kb with pseudo-sequence H-2-Kb. The binding affinity (normalized) is 1.00. (5) The peptide sequence is QVKRREGMF. The MHC is HLA-B08:01 with pseudo-sequence HLA-B08:01. The binding affinity (normalized) is 0.321. (6) The peptide sequence is ELYPTVNTY. The MHC is HLA-A02:11 with pseudo-sequence HLA-A02:11. The binding affinity (normalized) is 0.0847. (7) The peptide sequence is SYWVRANFK. The MHC is HLA-B51:01 with pseudo-sequence HLA-B51:01. The binding affinity (normalized) is 0.0847.